From a dataset of Experimentally validated miRNA-target interactions with 360,000+ pairs, plus equal number of negative samples. Binary Classification. Given a miRNA mature sequence and a target amino acid sequence, predict their likelihood of interaction. (1) The miRNA is hsa-miR-100-3p with sequence CAAGCUUGUAUCUAUAGGUAUG. The protein sequence of the target gene is MADRDATLWASHEKMLSQPLKDSDAEVYSIIKKESNRQRVGLELIASENFASRAVLEALGSCLNNKYSEGYPGQRYYGGTEFIDELEMLCQKRALQAYHLDPQCWGVNVQPYSGSPANFAVYTALVEPHGRIMGLDLPDGGHLTHGFMTDKKKISATSIFFESMPYKVYPETGYINYDQLEENASLFHPKLIIAGTSCYSRNLDYARLRKIADDNGAYLMADMAHISGLVAAGVVPSPFEHCHVVTTTTHKTLRGCRAGMIFYRKGVRSVDPKTGKETYYELESLINSAVFPGLQGGPHN.... Result: 0 (no interaction). (2) The miRNA is mmu-miR-683 with sequence CCUGCUGUAAGCUGUGUCCUC. The protein sequence of the target gene is MVMSQGTYTFLTCFAGFWLIWGLIVLLCCFCSFLRRRLKRRQEERLREQNLRALELEPLELEGSLAGSPPGLAPPQPPPHRSRLEAPAHAHSHPHVHVHPLLHHGPAQPHAHAHPHPHHHALPHPPPTHLSVPPRPWSYPRQAESDMSKPPCYEEAVLMAEPPPPYSEVLTDTRGLYRKIVTPFLSRRDSAEKQEQPPPSYKPLFLDRGYTSALHLPSAPRPAPPCPALCLQADRGRRVFPSWTDSELSSREPLEHGAWRLPVSIPLFGRTTAV. Result: 0 (no interaction). (3) The miRNA is hsa-miR-193a-3p with sequence AACUGGCCUACAAAGUCCCAGU. The protein sequence of the target gene is MSDGDYDYLIKFLALGDSGVGKTSVLYQYTDGKFNSKFITTVGIDFREKRVVYRASGPDGATGRGQRIHLQLWDTAGQERFRSLTTAFFRDAMGFLLLFDLTNEQSFLNVRNWISQLQMHAYCENPDIVLCGNKSDLEDQRVVKEEEAIALAEKYGIPYFETSAANGTNISQAIEMLLDLIMKRMERCVDKSWIPEGVVRSNGHASTDQLSEEKEKGACGC. Result: 0 (no interaction).